From a dataset of Forward reaction prediction with 1.9M reactions from USPTO patents (1976-2016). Predict the product of the given reaction. Given the reactants N1CCC[C@H:2]1C(O)=O.N1CCC[C@H]1C(N)=O.[NH2:17][C@H:18]([C:26]([OH:28])=[O:27])[CH2:19][C:20]1[CH:25]=[CH:24][CH:23]=[CH:22][CH:21]=1.Cl.S(Cl)([Cl:32])=O, predict the reaction product. The product is: [ClH:32].[CH3:2][O:27][C:26](=[O:28])[C@H:18]([CH2:19][C:20]1[CH:25]=[CH:24][CH:23]=[CH:22][CH:21]=1)[NH2:17].